Predict the product of the given reaction. From a dataset of Forward reaction prediction with 1.9M reactions from USPTO patents (1976-2016). Given the reactants [Br:1][C:2]1[CH:3]=[CH:4][C:5]2[N:6]([C:8]([C:11]([OH:13])=O)=[CH:9][N:10]=2)[CH:7]=1.C(Cl)(=O)C(Cl)=O.C(N(C(C)C)CC)(C)C.[CH2:29]([N:36]1[C:44]2[CH:43]=[CH:42][CH:41]=[C:40]([NH2:45])[C:39]=2[CH:38]=[N:37]1)[C:30]1[CH:35]=[CH:34][CH:33]=[CH:32][CH:31]=1, predict the reaction product. The product is: [CH2:29]([N:36]1[C:44]2[C:39](=[C:40]([NH:45][C:11]([C:8]3[N:6]4[CH:7]=[C:2]([Br:1])[CH:3]=[CH:4][C:5]4=[N:10][CH:9]=3)=[O:13])[CH:41]=[CH:42][CH:43]=2)[CH:38]=[N:37]1)[C:30]1[CH:31]=[CH:32][CH:33]=[CH:34][CH:35]=1.